From a dataset of Peptide-MHC class I binding affinity with 185,985 pairs from IEDB/IMGT. Regression. Given a peptide amino acid sequence and an MHC pseudo amino acid sequence, predict their binding affinity value. This is MHC class I binding data. (1) The peptide sequence is LTMFLIAENK. The MHC is HLA-A03:01 with pseudo-sequence HLA-A03:01. The binding affinity (normalized) is 0.600. (2) The peptide sequence is YYVMGGAFL. The MHC is HLA-A24:03 with pseudo-sequence HLA-A24:03. The binding affinity (normalized) is 1.00. (3) The peptide sequence is EAFETQSGA. The MHC is HLA-A02:03 with pseudo-sequence HLA-A02:03. The binding affinity (normalized) is 0. (4) The peptide sequence is NLLVTGFDT. The MHC is HLA-A02:01 with pseudo-sequence HLA-A02:01. The binding affinity (normalized) is 0.281. (5) The peptide sequence is KHNSAESAK. The binding affinity (normalized) is 0.130. The MHC is HLA-A03:01 with pseudo-sequence HLA-A03:01. (6) The peptide sequence is GVIEYAKSI. The MHC is HLA-A02:01 with pseudo-sequence HLA-A02:01. The binding affinity (normalized) is 0.229. (7) The peptide sequence is SVITQACPK. The MHC is HLA-B08:01 with pseudo-sequence HLA-B08:01. The binding affinity (normalized) is 0. (8) The peptide sequence is VVRVRRELL. The MHC is HLA-A02:12 with pseudo-sequence HLA-A02:12. The binding affinity (normalized) is 0.0847. (9) The peptide sequence is SIKFKRKLM. The MHC is HLA-A02:19 with pseudo-sequence HLA-A02:19. The binding affinity (normalized) is 0.0847. (10) The peptide sequence is YVQMALMKL. The MHC is Patr-A0101 with pseudo-sequence Patr-A0101. The binding affinity (normalized) is 0.